This data is from Catalyst prediction with 721,799 reactions and 888 catalyst types from USPTO. The task is: Predict which catalyst facilitates the given reaction. (1) Reactant: B(F)(F)F.CSC.[Br:8][C:9]1[C:17]2[C:12](=[CH:13][CH:14]=[CH:15][CH:16]=2)[N:11]([C:18]2[CH:23]=[CH:22][C:21]([O:24]C)=[CH:20][CH:19]=2)[C:10]=1[C:26]1[C:27]([CH3:32])=[N:28][O:29][C:30]=1[CH3:31]. Product: [Br:8][C:9]1[C:17]2[C:12](=[CH:13][CH:14]=[CH:15][CH:16]=2)[N:11]([C:18]2[CH:19]=[CH:20][C:21]([OH:24])=[CH:22][CH:23]=2)[C:10]=1[C:26]1[C:27]([CH3:32])=[N:28][O:29][C:30]=1[CH3:31]. The catalyst class is: 91. (2) Reactant: [OH:1][CH2:2][CH2:3][CH:4]1[CH2:8][C:7]2[CH:9]=[C:10]([C:13]3[CH:20]=[CH:19][C:16]([C:17]#[N:18])=[CH:15][CH:14]=3)[CH:11]=[CH:12][C:6]=2[O:5]1.[CH3:21][S:22](Cl)(=[O:24])=[O:23].C(N(CC)CC)C. Product: [CH3:21][S:22]([O:1][CH2:2][CH2:3][CH:4]1[CH2:8][C:7]2[CH:9]=[C:10]([C:13]3[CH:20]=[CH:19][C:16]([C:17]#[N:18])=[CH:15][CH:14]=3)[CH:11]=[CH:12][C:6]=2[O:5]1)(=[O:24])=[O:23]. The catalyst class is: 2. (3) Reactant: [CH2:1]([O:8][C:9]([N:11]1[CH2:15][C@H:14]([O:16][Si:17]([C:20]([CH3:23])([CH3:22])[CH3:21])([CH3:19])[CH3:18])[CH2:13][C@@H:12]1[CH2:24][OH:25])=[O:10])[C:2]1[CH:7]=[CH:6][CH:5]=[CH:4][CH:3]=1.CC(OI1(OC(C)=O)(OC(C)=O)OC(=O)C2C=CC=CC1=2)=O. Product: [CH2:1]([O:8][C:9]([N:11]1[CH2:15][C@H:14]([O:16][Si:17]([C:20]([CH3:21])([CH3:22])[CH3:23])([CH3:19])[CH3:18])[CH2:13][C@@H:12]1[CH:24]=[O:25])=[O:10])[C:2]1[CH:7]=[CH:6][CH:5]=[CH:4][CH:3]=1. The catalyst class is: 268. (4) Reactant: [Cl:1][C:2]1[CH:3]=[C:4]([NH:17][C:18]2[C:19]3[C:26]4[CH:27]=[CH:28][C:29]([CH2:31][CH2:32][C:33](O)=[O:34])=[CH:30][C:25]=4[S:24][C:20]=3[N:21]=[CH:22][N:23]=2)[CH:5]=[CH:6][C:7]=1[O:8][CH2:9][C:10]1[CH:15]=[CH:14][CH:13]=[C:12]([F:16])[CH:11]=1.[CH3:36][N:37]1[CH2:42][CH2:41][NH:40][CH2:39][CH2:38]1.CN1CCOCC1.ON1C2C=CC=CC=2N=N1. Product: [Cl:1][C:2]1[CH:3]=[C:4]([NH:17][C:18]2[C:19]3[C:26]4[CH:27]=[CH:28][C:29]([CH2:31][CH2:32][C:33]([N:40]5[CH2:41][CH2:42][N:37]([CH3:36])[CH2:38][CH2:39]5)=[O:34])=[CH:30][C:25]=4[S:24][C:20]=3[N:21]=[CH:22][N:23]=2)[CH:5]=[CH:6][C:7]=1[O:8][CH2:9][C:10]1[CH:15]=[CH:14][CH:13]=[C:12]([F:16])[CH:11]=1. The catalyst class is: 173. (5) Reactant: [OH-].[Na+].[OH:3][C:4]1[CH:9]=[C:8]([O:10][CH2:11][CH2:12][O:13][CH2:14][CH2:15][O:16][CH3:17])[CH:7]=[CH:6][C:5]=1[C:18]1[S:19][CH2:20][C@:21]([CH3:28])([C:23]([O:25]CC)=[O:24])[N:22]=1. Product: [OH:3][C:4]1[CH:9]=[C:8]([O:10][CH2:11][CH2:12][O:13][CH2:14][CH2:15][O:16][CH3:17])[CH:7]=[CH:6][C:5]=1[C:18]1[S:19][CH2:20][C@:21]([CH3:28])([C:23]([OH:25])=[O:24])[N:22]=1. The catalyst class is: 5. (6) Reactant: [Br:1][C:2]1[CH:12]=[C:11]([F:13])[C:5]2[O:6][CH2:7][C:8](=O)[NH:9][C:4]=2[C:3]=1[CH3:14].B. Product: [Br:1][C:2]1[CH:12]=[C:11]([F:13])[C:5]2[O:6][CH2:7][CH2:8][NH:9][C:4]=2[C:3]=1[CH3:14]. The catalyst class is: 7. (7) Product: [Cl:1][C:2]1[CH:3]=[C:4]([C:12]2([C:32]([F:34])([F:33])[F:35])[O:16][N:15]=[C:14]([C:17]3[CH:27]=[CH:26][C:20]([C:21]([OH:23])=[O:22])=[C:19]([C:28]([F:30])([F:31])[F:29])[CH:18]=3)[CH2:13]2)[CH:5]=[C:6]([C:8]([F:11])([F:10])[F:9])[CH:7]=1. Reactant: [Cl:1][C:2]1[CH:3]=[C:4]([C:12]2([C:32]([F:35])([F:34])[F:33])[O:16][N:15]=[C:14]([C:17]3[CH:27]=[CH:26][C:20]([C:21]([O:23]CC)=[O:22])=[C:19]([C:28]([F:31])([F:30])[F:29])[CH:18]=3)[CH2:13]2)[CH:5]=[C:6]([C:8]([F:11])([F:10])[F:9])[CH:7]=1.O.[Li+].[OH-]. The catalyst class is: 5. (8) Reactant: [I:1][C:2]1[CH:23]=[CH:22][C:5]2[N:6]([CH2:9][C:10]3[CH:21]=[CH:20][C:13]4[N:14]=[C:15](S(C)=O)[S:16][C:12]=4[CH:11]=3)[CH:7]=[N:8][C:4]=2[CH:3]=1.Cl.[NH2:25][C@@H:26]1[CH2:31][CH2:30][CH2:29][C@@H:28]([OH:32])[C@H:27]1[OH:33].CCN(C(C)C)C(C)C. The catalyst class is: 44. Product: [I:1][C:2]1[CH:23]=[CH:22][C:5]2[N:6]([CH2:9][C:10]3[CH:21]=[CH:20][C:13]4[N:14]=[C:15]([NH:25][C@@H:26]5[CH2:31][CH2:30][CH2:29][C@@H:28]([OH:32])[C@H:27]5[OH:33])[S:16][C:12]=4[CH:11]=3)[CH:7]=[N:8][C:4]=2[CH:3]=1. (9) Reactant: C([O:5][C:6](=[O:18])[CH:7](C#N)[C:8]1[CH:13]=[CH:12][C:11]([CH2:14][CH3:15])=[CH:10][N:9]=1)(C)(C)C.Cl. Product: [CH2:14]([C:11]1[CH:12]=[CH:13][C:8]([CH2:7][C:6]([OH:18])=[O:5])=[N:9][CH:10]=1)[CH3:15]. The catalyst class is: 6.